Predict which catalyst facilitates the given reaction. From a dataset of Catalyst prediction with 721,799 reactions and 888 catalyst types from USPTO. (1) Reactant: [N:1]1[CH:6]=[CH:5][CH:4]=[C:3]([CH2:7][C:8](OC)=O)[CH:2]=1.C[OH:13].[BH4-].[Na+]. Product: [N:1]1[CH:6]=[CH:5][CH:4]=[C:3]([CH:7]([OH:13])[CH3:8])[CH:2]=1. The catalyst class is: 6. (2) Reactant: Cl[C:2]1[C:11]2[C:6](=[CH:7][CH:8]=[CH:9][CH:10]=2)[N:5]=[C:4]([C:12]([F:21])([F:20])[C:13]2[CH:18]=[CH:17][C:16]([F:19])=[CH:15][N:14]=2)[N:3]=1.C1(P(C2C=CC=CC=2)C2C3OC4C(=CC=CC=4P(C4C=CC=CC=4)C4C=CC=CC=4)C(C)(C)C=3C=CC=2)C=CC=CC=1.[NH:64]1[CH:68]=[N:67][C:66]([NH2:69])=[N:65]1.C([O-])([O-])=O.[Na+].[Na+]. Product: [F:20][C:12]([F:21])([C:13]1[CH:18]=[CH:17][C:16]([F:19])=[CH:15][N:14]=1)[C:4]1[N:3]=[C:2]([NH:69][C:66]2[N:67]=[CH:68][NH:64][N:65]=2)[C:11]2[C:6](=[CH:7][CH:8]=[CH:9][CH:10]=2)[N:5]=1. The catalyst class is: 11. (3) Reactant: Cl[C:2]([N:4]=[C:5]=[O:6])=[O:3].[OH:7][NH:8][C:9](=[O:20])[N:10]([CH:17]([CH3:19])[CH3:18])[C:11]1[CH:16]=[CH:15][CH:14]=[CH:13][CH:12]=1.C(N(CC)CC)C.C(=O)([O-])[O-].[K+].[K+]. Product: [CH3:19][CH:17]([N:10]([C:11]1[CH:16]=[CH:15][CH:14]=[CH:13][CH:12]=1)[C:9]([N:8]1[C:5](=[O:6])[NH:4][C:2](=[O:3])[O:7]1)=[O:20])[CH3:18]. The catalyst class is: 76. (4) Reactant: Br[C:2]1[CH:9]=[CH:8][C:5]([CH:6]=[O:7])=[C:4]([C:10]([F:13])([F:12])[F:11])[CH:3]=1.[Cu][C:15]#[N:16].O.C(OCC)C. Product: [CH:6]([C:5]1[CH:8]=[CH:9][C:2]([C:15]#[N:16])=[CH:3][C:4]=1[C:10]([F:13])([F:12])[F:11])=[O:7]. The catalyst class is: 60. (5) Reactant: [F:1][C:2]1[CH:7]=[CH:6][C:5]([CH2:8][C@@H:9]([NH:33]C(=O)OC(C)(C)C)[C:10](=[O:32])[NH:11][C:12]2[CH:13]=[C:14]3[C:30](=[O:31])[NH:29][N:28]=[CH:27][C:16]4=[C:17]([C:21]5[CH:26]=[CH:25][CH:24]=[CH:23][CH:22]=5)[NH:18][C:19]([CH:20]=2)=[C:15]34)=[CH:4][CH:3]=1.[ClH:41].C(N(CC)CC)C. Product: [ClH:41].[NH2:33][C@H:9]([CH2:8][C:5]1[CH:4]=[CH:3][C:2]([F:1])=[CH:7][CH:6]=1)[C:10]([NH:11][C:12]1[CH:13]=[C:14]2[C:30](=[O:31])[NH:29][N:28]=[CH:27][C:16]3=[C:17]([C:21]4[CH:26]=[CH:25][CH:24]=[CH:23][CH:22]=4)[NH:18][C:19]([CH:20]=1)=[C:15]23)=[O:32]. The catalyst class is: 12. (6) Reactant: [C:1]([OH:9])(=[S:8])[C:2]1[CH:7]=[CH:6][CH:5]=[CH:4][CH:3]=1.Br[CH2:11][C:12]([O:14][CH:15]([CH3:17])[CH3:16])=[O:13].CCN(C(C)C)C(C)C. Product: [C:1]([S:8][CH2:11][C:12]([O:14][CH:15]([CH3:17])[CH3:16])=[O:13])(=[O:9])[C:2]1[CH:7]=[CH:6][CH:5]=[CH:4][CH:3]=1. The catalyst class is: 14. (7) Reactant: Cl.[NH2:2][C:3]([NH2:5])=[NH:4].[H-].[Na+].[C:8]([O:12][C:13](=[O:38])[CH2:14][N:15]([S:23]([C:26]1[CH:35]=[C:34]2[C:29]([C:30]([Cl:37])=[CH:31][N:32]=[C:33]2Cl)=[CH:28][CH:27]=1)(=[O:25])=[O:24])[CH2:16][C:17]1[CH:22]=[CH:21][CH:20]=[CH:19][CH:18]=1)([CH3:11])([CH3:10])[CH3:9].O. Product: [C:8]([O:12][C:13](=[O:38])[CH2:14][N:15]([S:23]([C:26]1[CH:35]=[C:34]2[C:29]([C:30]([Cl:37])=[CH:31][N:32]=[C:33]2[NH:4][C:3]([NH2:5])=[NH:2])=[CH:28][CH:27]=1)(=[O:24])=[O:25])[CH2:16][C:17]1[CH:18]=[CH:19][CH:20]=[CH:21][CH:22]=1)([CH3:11])([CH3:9])[CH3:10]. The catalyst class is: 57. (8) Reactant: [C:1]([CH2:3][C:4]1[CH:13]=[CH:12][CH:11]=[CH:10][C:5]=1[C:6](OC)=[O:7])#[N:2].[Cl-].[Cl-].[Ca+2].[BH4-].[Na+].C([O-])(O)=O.[Na+]. Product: [OH:7][CH2:6][C:5]1[CH:10]=[CH:11][CH:12]=[CH:13][C:4]=1[CH2:3][C:1]#[N:2]. The catalyst class is: 54. (9) Reactant: [CH2:1]([O:3][C:4]([C:6]1[CH:7]=[N:8][N:9]([C:11]2[N:19]=[C:18]3[C:14]([N:15]=[CH:16][N:17]3[C@@H:20]3[CH2:24][C@H:23]([NH:25][C:26](=[O:29])[CH2:27][CH3:28])[C@@H:22]([OH:30])[C@H:21]3[OH:31])=[C:13]([NH:32]C(C3C=CC(OC)=CC=3)C3C=CC(OC)=CC=3)[N:12]=2)[CH:10]=1)=[O:5])[CH3:2].C(O)(C(F)(F)F)=O. Product: [CH2:1]([O:3][C:4]([C:6]1[CH:7]=[N:8][N:9]([C:11]2[N:19]=[C:18]3[C:14]([N:15]=[CH:16][N:17]3[C@@H:20]3[CH2:24][C@H:23]([NH:25][C:26](=[O:29])[CH2:27][CH3:28])[C@@H:22]([OH:30])[C@H:21]3[OH:31])=[C:13]([NH2:32])[N:12]=2)[CH:10]=1)=[O:5])[CH3:2]. The catalyst class is: 4.